Task: Predict which catalyst facilitates the given reaction.. Dataset: Catalyst prediction with 721,799 reactions and 888 catalyst types from USPTO (1) Reactant: Cl[C:2]1[CH:3]=[CH:4][C:5]([O:18][C:19]([F:22])([F:21])[F:20])=[C:6]2[C:10]=1[N:9]([CH2:11][CH2:12][O:13][CH3:14])[CH:8]=[C:7]2[C:15]([OH:17])=[O:16]. Product: [CH3:14][O:13][CH2:12][CH2:11][N:9]1[C:10]2[C:6](=[C:5]([O:18][C:19]([F:20])([F:21])[F:22])[CH:4]=[CH:3][CH:2]=2)[C:7]([C:15]([OH:17])=[O:16])=[CH:8]1. The catalyst class is: 19. (2) Reactant: O=[C:2]([NH:7][CH2:8][C:9](=O)[O:10][CH2:11][CH2:12][CH2:13][CH:14]=[CH2:15])[C:3]([O:5][CH3:6])=[O:4].N1C=CC=CC=1.O(S(C(F)(F)F)(=O)=O)S(C(F)(F)F)(=O)=O. Product: [O:10]1[C:9]2=[CH:8][N:7]=[C:2]([C:3]([O:5][CH3:6])=[O:4])[CH:15]=[C:14]2[CH2:13][CH2:12][CH2:11]1. The catalyst class is: 4. (3) Reactant: [CH3:1][O:2][C:3]1[CH:12]=[CH:11][C:10]([CH2:13][N:14]2[CH:18]=[N:17][N:16]=[N:15]2)=[CH:9][C:4]=1[C:5]([O:7]C)=[O:6].[OH-].[Li+]. Product: [CH3:1][O:2][C:3]1[CH:12]=[CH:11][C:10]([CH2:13][N:14]2[CH:18]=[N:17][N:16]=[N:15]2)=[CH:9][C:4]=1[C:5]([OH:7])=[O:6]. The catalyst class is: 175. (4) Reactant: C([Si](C(C)C)(C(C)C)[N:5]1[C:13]2[C:8](=[CH:9][C:10]([CH2:14][CH2:15][CH2:16][C:17]3[CH:26]=[CH:25][C:24]4[C:19](=[N:20][CH:21]=[CH:22][CH:23]=4)[N:18]=3)=[CH:11][CH:12]=2)[CH:7]=[CH:6]1)(C)C.[CH2:33]([O:35][C:36](=[O:45])[C:37]#[C:38][C:39]1[CH:44]=[CH:43][CH:42]=[CH:41][CH:40]=1)[CH3:34].[F-].C([N+](CCCC)(CCCC)CCCC)CCC. The catalyst class is: 1. Product: [CH2:33]([O:35][C:36](=[O:45])[CH:37]=[C:38]([N:5]1[C:13]2[C:8](=[CH:9][C:10]([CH2:14][CH2:15][CH2:16][C:17]3[CH:26]=[CH:25][C:24]4[C:19](=[N:20][CH:21]=[CH:22][CH:23]=4)[N:18]=3)=[CH:11][CH:12]=2)[CH:7]=[CH:6]1)[C:39]1[CH:44]=[CH:43][CH:42]=[CH:41][CH:40]=1)[CH3:34]. (5) Reactant: CC(C)([O-])C.[K+].[CH3:7][C:8]1[N:9]=[N:10][S:11][C:12]=1[CH2:13][OH:14].F[C:16]1[CH:23]=[CH:22][C:21]([C:24]2[N:29]=[C:28]([NH:30][C:31]3[CH:36]=[CH:35][C:34]([N:37]4[CH2:42][CH2:41][N:40]([CH:43]5[CH2:46][O:45][CH2:44]5)[CH2:39][CH2:38]4)=[CH:33][CH:32]=3)[N:27]=[CH:26][N:25]=2)=[CH:20][C:17]=1[C:18]#[N:19]. Product: [CH3:7][C:8]1[N:9]=[N:10][S:11][C:12]=1[CH2:13][O:14][C:16]1[CH:23]=[CH:22][C:21]([C:24]2[N:29]=[C:28]([NH:30][C:31]3[CH:32]=[CH:33][C:34]([N:37]4[CH2:42][CH2:41][N:40]([CH:43]5[CH2:46][O:45][CH2:44]5)[CH2:39][CH2:38]4)=[CH:35][CH:36]=3)[N:27]=[CH:26][N:25]=2)=[CH:20][C:17]=1[C:18]#[N:19]. The catalyst class is: 504. (6) Product: [OH:1][C:2]1[CH:7]=[CH:6][C:5]([CH2:8][C:9]([NH:21][C@H:25]2[CH2:24][CH2:29][C@@H:28](/[CH:7]=[CH:2]/[CH2:3][CH2:4][CH3:5])[CH2:27][CH2:26]2)=[O:11])=[CH:4][C:3]=1[O:12][CH3:13]. The catalyst class is: 66. Reactant: [OH:1][C:2]1[CH:7]=[CH:6][C:5]([CH2:8][C:9]([OH:11])=O)=[CH:4][C:3]=1[O:12][CH3:13].F[P-](F)(F)(F)(F)F.[N:21]1(O[P+](N2CCCC2)(N2CCCC2)N2CCCC2)[C:25]2[CH:26]=[CH:27][CH:28]=[CH:29][C:24]=2N=N1.ClCCl. (7) Reactant: [N:1]1[CH:6]=[CH:5][CH:4]=[C:3](B(O)O)[CH:2]=1.[C:10]([O:14][C:15]([N:17]1[CH2:22][CH:21]=[C:20](OS(C(F)(F)F)(=O)=O)[CH2:19][CH2:18]1)=[O:16])([CH3:13])([CH3:12])[CH3:11].C([O-])([O-])=O.[Na+].[Na+].[Li+].[Cl-]. Product: [C:10]([O:14][C:15]([N:17]1[CH2:22][CH:21]=[C:20]([C:3]2[CH:2]=[N:1][CH:6]=[CH:5][CH:4]=2)[CH2:19][CH2:18]1)=[O:16])([CH3:13])([CH3:12])[CH3:11]. The catalyst class is: 20.